Regression. Given a peptide amino acid sequence and an MHC pseudo amino acid sequence, predict their binding affinity value. This is MHC class II binding data. From a dataset of Peptide-MHC class II binding affinity with 134,281 pairs from IEDB. (1) The peptide sequence is RSLSNKIKQKTKQIG. The MHC is DRB4_0103 with pseudo-sequence DRB4_0103. The binding affinity (normalized) is 0.609. (2) The peptide sequence is LSSNDLAKYKANWIE. The MHC is HLA-DPA10201-DPB11401 with pseudo-sequence HLA-DPA10201-DPB11401. The binding affinity (normalized) is 0.135. (3) The peptide sequence is QRPLVTIKIGGQLKE. The MHC is DRB1_1602 with pseudo-sequence DRB1_1602. The binding affinity (normalized) is 0.602. (4) The peptide sequence is QKLMEDINVGFKAAV. The MHC is HLA-DQA10401-DQB10402 with pseudo-sequence HLA-DQA10401-DQB10402. The binding affinity (normalized) is 0.384. (5) The binding affinity (normalized) is 0.580. The peptide sequence is VDKIDAAFKIAATAA. The MHC is DRB1_0405 with pseudo-sequence DRB1_0405. (6) The peptide sequence is RWLLLNVTSEDLGKT. The MHC is DRB3_0101 with pseudo-sequence DRB3_0101. The binding affinity (normalized) is 0.509.